From a dataset of NCI-60 drug combinations with 297,098 pairs across 59 cell lines. Regression. Given two drug SMILES strings and cell line genomic features, predict the synergy score measuring deviation from expected non-interaction effect. (1) Drug 1: C1CCN(CC1)CCOC2=CC=C(C=C2)C(=O)C3=C(SC4=C3C=CC(=C4)O)C5=CC=C(C=C5)O. Drug 2: C1CN(CCN1C(=O)CCBr)C(=O)CCBr. Cell line: SK-MEL-2. Synergy scores: CSS=-0.761, Synergy_ZIP=-0.117, Synergy_Bliss=1.96, Synergy_Loewe=-3.06, Synergy_HSA=-1.73. (2) Drug 1: C1CCC(CC1)NC(=O)N(CCCl)N=O. Drug 2: CCN(CC)CCCC(C)NC1=C2C=C(C=CC2=NC3=C1C=CC(=C3)Cl)OC. Cell line: 786-0. Synergy scores: CSS=52.3, Synergy_ZIP=-2.98, Synergy_Bliss=-3.84, Synergy_Loewe=-22.6, Synergy_HSA=-0.0266. (3) Drug 1: CN1CCC(CC1)COC2=C(C=C3C(=C2)N=CN=C3NC4=C(C=C(C=C4)Br)F)OC. Drug 2: CC=C1C(=O)NC(C(=O)OC2CC(=O)NC(C(=O)NC(CSSCCC=C2)C(=O)N1)C(C)C)C(C)C. Cell line: PC-3. Synergy scores: CSS=26.1, Synergy_ZIP=-3.57, Synergy_Bliss=-3.73, Synergy_Loewe=-31.4, Synergy_HSA=-2.52. (4) Drug 1: CC1=C(C(=CC=C1)Cl)NC(=O)C2=CN=C(S2)NC3=CC(=NC(=N3)C)N4CCN(CC4)CCO. Drug 2: C1CC(=O)NC(=O)C1N2C(=O)C3=CC=CC=C3C2=O. Cell line: HOP-92. Synergy scores: CSS=5.66, Synergy_ZIP=-0.297, Synergy_Bliss=0.787, Synergy_Loewe=1.72, Synergy_HSA=-1.48. (5) Drug 1: CC1OCC2C(O1)C(C(C(O2)OC3C4COC(=O)C4C(C5=CC6=C(C=C35)OCO6)C7=CC(=C(C(=C7)OC)O)OC)O)O. Drug 2: C1=C(C(=O)NC(=O)N1)N(CCCl)CCCl. Cell line: SF-268. Synergy scores: CSS=40.5, Synergy_ZIP=8.16, Synergy_Bliss=10.0, Synergy_Loewe=8.30, Synergy_HSA=12.5. (6) Drug 1: C1=C(C(=O)NC(=O)N1)N(CCCl)CCCl. Drug 2: CCCCCOC(=O)NC1=NC(=O)N(C=C1F)C2C(C(C(O2)C)O)O. Cell line: SF-539. Synergy scores: CSS=37.9, Synergy_ZIP=-3.52, Synergy_Bliss=-2.39, Synergy_Loewe=-33.5, Synergy_HSA=-2.75.